Predict the product of the given reaction. From a dataset of Forward reaction prediction with 1.9M reactions from USPTO patents (1976-2016). (1) Given the reactants [CH:1]([NH:4][C:5]([CH2:7][N:8]1[C:17](=[O:18])[C:16]2[C:11](=[CH:12][CH:13]=[C:14]([O:19][CH2:20][C@@H:21]([CH3:28])[CH2:22]OS(C)(=O)=O)[CH:15]=2)[N:10]=[C:9]1[C:29]1[CH:34]=[CH:33][CH:32]=[C:31]([O:35][CH3:36])[CH:30]=1)=[O:6])([CH3:3])[CH3:2].C(=O)([O-])[O-].[K+].[K+].[CH2:43]([NH:45][CH2:46][CH3:47])[CH3:44].CCCCCC, predict the reaction product. The product is: [CH2:43]([N:45]([CH2:46][CH3:47])[CH2:22][C@H:21]([CH3:28])[CH2:20][O:19][C:14]1[CH:15]=[C:16]2[C:11](=[CH:12][CH:13]=1)[N:10]=[C:9]([C:29]1[CH:34]=[CH:33][CH:32]=[C:31]([O:35][CH3:36])[CH:30]=1)[N:8]([CH2:7][C:5]([NH:4][CH:1]([CH3:3])[CH3:2])=[O:6])[C:17]2=[O:18])[CH3:44]. (2) Given the reactants [O:1]=[C:2]([CH3:9])[CH2:3][C:4]([O:6][CH2:7][CH3:8])=[O:5].[H-].[Na+].[Li]CCCC.Br[CH2:18][CH2:19][O:20][CH3:21], predict the reaction product. The product is: [CH3:21][O:20][CH2:19][CH2:18][CH2:9][C:2](=[O:1])[CH2:3][C:4]([O:6][CH2:7][CH3:8])=[O:5]. (3) Given the reactants [Cl:1][C:2]1[C:6]([Cl:7])=[C:5]([CH3:8])[NH:4][C:3]=1[C:9]([NH:11][CH:12]1[CH2:17][CH2:16][N:15]([C:18]2[N:23]=[C:22]([O:24][CH2:25][CH:26]3[CH2:30][O:29][C:28]([CH3:32])([CH3:31])[O:27]3)[N:21]=[C:20]([C:33](O)=[O:34])[CH:19]=2)[CH2:14][CH2:13]1)=[O:10].Cl.[O:37]([NH2:39])[CH3:38], predict the reaction product. The product is: [Cl:1][C:2]1[C:6]([Cl:7])=[C:5]([CH3:8])[NH:4][C:3]=1[C:9]([NH:11][CH:12]1[CH2:17][CH2:16][N:15]([C:18]2[N:23]=[C:22]([O:24][CH2:25][CH:26]3[CH2:30][O:29][C:28]([CH3:32])([CH3:31])[O:27]3)[N:21]=[C:20]([C:33]([NH:39][O:37][CH3:38])=[O:34])[CH:19]=2)[CH2:14][CH2:13]1)=[O:10]. (4) The product is: [NH2:26][C:4]1[CH:5]=[CH:6][C:7]([C:8]2[NH:39][C:36](=[O:38])[CH:37]=[C:10]([C:11]3[CH:16]=[CH:15][C:14]([OH:17])=[C:13]([CH3:24])[CH:12]=3)[CH:9]=2)=[C:2]([CH3:1])[CH:3]=1. Given the reactants [CH3:1][C:2]1[CH:3]=[C:4]([NH:26]C(=O)C)[CH:5]=[CH:6][C:7]=1[C:8](=O)/[CH:9]=[CH:10]/[C:11]1[CH:16]=[CH:15][C:14]([O:17]C2CCCCO2)=[C:13]([CH3:24])[CH:12]=1.C([O-])([O-])=O.[Cs+].[Cs+].[C:36]([NH:39][CH2:37][C:36]([NH2:39])=[O:38])(=[O:38])[CH3:37], predict the reaction product. (5) The product is: [Br:1][C:2]1[C:3]([N:18]2[CH2:21][C:20]([CH3:23])([CH3:22])[CH2:19]2)=[C:4]([C@H:10]([O:17][C:4]([CH3:10])([CH3:5])[CH3:3])[C:11]([O:13][CH:14]([CH3:16])[CH3:15])=[O:12])[C:5]([CH3:9])=[N:6][C:7]=1[CH3:8]. Given the reactants [Br:1][C:2]1[C:3]([N:18]2[CH2:21][C:20]([CH3:23])([CH3:22])[CH2:19]2)=[C:4]([C@H:10]([OH:17])[C:11]([O:13][CH:14]([CH3:16])[CH3:15])=[O:12])[C:5]([CH3:9])=[N:6][C:7]=1[CH3:8], predict the reaction product. (6) Given the reactants ClC1C=C(Cl)C=CC=1C(Cl)=O.[Cl:12][C:13]1[CH:18]=[C:17]([Cl:19])[CH:16]=[CH:15][C:14]=1[C:20]([N:22]=[C:23]=[S:24])=[O:21].[CH3:25][O:26][C:27]1[CH:28]=[C:29]2[C:34](=[CH:35][C:36]=1[O:37][CH3:38])[N:33]=[CH:32][CH:31]=[C:30]2[O:39][C:40]1[CH:46]=[CH:45][C:43]([NH2:44])=[C:42]([F:47])[CH:41]=1.C1(C)C=CC=CC=1, predict the reaction product. The product is: [Cl:12][C:13]1[CH:18]=[C:17]([Cl:19])[CH:16]=[CH:15][C:14]=1[C:20]([N:22]=[C:23]=[S:24])=[O:21].[Cl:12][C:13]1[CH:18]=[C:17]([Cl:19])[CH:16]=[CH:15][C:14]=1[C:20]([NH:22][C:23]([NH:44][C:43]1[CH:45]=[CH:46][C:40]([O:39][C:30]2[C:29]3[C:34](=[CH:35][C:36]([O:37][CH3:38])=[C:27]([O:26][CH3:25])[CH:28]=3)[N:33]=[CH:32][CH:31]=2)=[CH:41][C:42]=1[F:47])=[S:24])=[O:21].